The task is: Predict the product of the given reaction.. This data is from Forward reaction prediction with 1.9M reactions from USPTO patents (1976-2016). (1) Given the reactants [N:1]1([C:6]2[CH:22]=[CH:21][C:9]([CH2:10][CH:11]3[C:16](=[O:17])[O:15]C(C)(C)[O:13][C:12]3=[O:20])=[CH:8][CH:7]=2)[CH:5]=[N:4][CH:3]=[N:2]1, predict the reaction product. The product is: [N:1]1([C:6]2[CH:7]=[CH:8][C:9]([CH2:10][CH:11]([C:12]([OH:20])=[O:13])[C:16]([OH:17])=[O:15])=[CH:21][CH:22]=2)[CH:5]=[N:4][CH:3]=[N:2]1. (2) Given the reactants [NH2:1][C:2]1[C:10]2[C:9]([C:11]3[CH:16]=[CH:15][C:14]([Cl:17])=[C:13]([Cl:18])[CH:12]=3)=[N:8][C:7](S(C)=O)=[N:6][C:5]=2[S:4][C:3]=1[C:22]([NH2:24])=[O:23].[NH2:25][CH2:26][CH:27]([OH:30])[CH2:28][OH:29], predict the reaction product. The product is: [NH2:1][C:2]1[C:10]2[C:9]([C:11]3[CH:16]=[CH:15][C:14]([Cl:17])=[C:13]([Cl:18])[CH:12]=3)=[N:8][C:7]([NH:25][CH2:26][CH:27]([OH:30])[CH2:28][OH:29])=[N:6][C:5]=2[S:4][C:3]=1[C:22]([NH2:24])=[O:23]. (3) Given the reactants O.[NH2:2][NH2:3].[F:4][C:5]([F:12])([F:11])[C:6]([O:8]CC)=O.[OH-].[Na+].[Cl:15][CH2:16][C:17](Cl)=[O:18], predict the reaction product. The product is: [Cl:15][CH2:16][C:17]([NH:2][NH:3][C:6](=[O:8])[C:5]([F:4])([F:11])[F:12])=[O:18].